This data is from NCI-60 drug combinations with 297,098 pairs across 59 cell lines. The task is: Regression. Given two drug SMILES strings and cell line genomic features, predict the synergy score measuring deviation from expected non-interaction effect. (1) Drug 1: CC1(CCCN1)C2=NC3=C(C=CC=C3N2)C(=O)N. Drug 2: CCC1=C2CN3C(=CC4=C(C3=O)COC(=O)C4(CC)O)C2=NC5=C1C=C(C=C5)O. Cell line: OVCAR3. Synergy scores: CSS=27.2, Synergy_ZIP=4.43, Synergy_Bliss=5.96, Synergy_Loewe=6.94, Synergy_HSA=8.03. (2) Drug 1: CCC(=C(C1=CC=CC=C1)C2=CC=C(C=C2)OCCN(C)C)C3=CC=CC=C3.C(C(=O)O)C(CC(=O)O)(C(=O)O)O. Drug 2: CN1C2=C(C=C(C=C2)N(CCCl)CCCl)N=C1CCCC(=O)O.Cl. Cell line: SK-OV-3. Synergy scores: CSS=1.73, Synergy_ZIP=-0.611, Synergy_Bliss=1.59, Synergy_Loewe=-0.209, Synergy_HSA=0.0878.